Dataset: HIV replication inhibition screening data with 41,000+ compounds from the AIDS Antiviral Screen. Task: Binary Classification. Given a drug SMILES string, predict its activity (active/inactive) in a high-throughput screening assay against a specified biological target. (1) The compound is CN1C(=O)c2cccc3c([N+](=O)[O-])ccc(c23)C1=O. The result is 0 (inactive). (2) The molecule is Cc1nc2c(S)ncnc2n1Nc1ccccc1. The result is 0 (inactive).